Task: Binary Classification. Given a drug SMILES string, predict its activity (active/inactive) in a high-throughput screening assay against a specified biological target.. Dataset: KCNQ2 potassium channel screen with 302,405 compounds (1) The drug is O1CCN(CC1)c1c(NC(=O)c2c(noc2C)c2ccccc2)cc(cc1)C(OCC)=O. The result is 0 (inactive). (2) The molecule is S(=O)(=O)(Nc1c(ccc(c1)C(OC)=O)C)c1ccc(OC)cc1. The result is 0 (inactive). (3) The compound is [O-]\C(=N/c1c[n+](c2nc3c([nH]\c2=C(/C#N)C#N)cccc3)ccc1)c1ccccc1. The result is 0 (inactive). (4) The compound is Clc1ccc(CNC(=O)C2CCN(S(=O)(=O)c3ccc(N4CCCC4=O)cc3)CC2)cc1. The result is 0 (inactive).